From a dataset of Full USPTO retrosynthesis dataset with 1.9M reactions from patents (1976-2016). Predict the reactants needed to synthesize the given product. (1) Given the product [S:24]([C:21]1[CH:22]=[CH:23][C:18]([CH3:28])=[CH:19][CH:20]=1)([OH:27])(=[O:26])=[O:25].[NH2:11][C@@H:7]([C:4]1[CH:3]=[CH:2][CH:1]=[CH:6][CH:5]=1)[C:8]([O:10][CH:12]1[CH2:16][CH2:15][CH2:14][CH2:13]1)=[O:9], predict the reactants needed to synthesize it. The reactants are: [CH:1]1[CH:2]=[CH:3][C:4]([C@H:7]([NH2:11])[C:8]([OH:10])=[O:9])=[CH:5][CH:6]=1.[CH:12]1(O)[CH2:16][CH2:15][CH2:14][CH2:13]1.[C:18]1([CH3:28])[CH:23]=[CH:22][C:21]([S:24]([OH:27])(=[O:26])=[O:25])=[CH:20][CH:19]=1. (2) Given the product [C:10]([O:14][C:15]([NH:17][CH2:18][C:19]([NH:2][CH2:3][CH2:4][C:5]([O:7][CH2:8][CH3:9])=[O:6])=[O:20])=[O:16])([CH3:13])([CH3:12])[CH3:11], predict the reactants needed to synthesize it. The reactants are: Cl.[NH2:2][CH2:3][CH2:4][C:5]([O:7][CH2:8][CH3:9])=[O:6].[C:10]([O:14][C:15]([NH:17][CH2:18][C:19](O)=[O:20])=[O:16])([CH3:13])([CH3:12])[CH3:11].O.ON1C2C=CC=CC=2N=N1.Cl.C(N=C=NCCCN(C)C)C. (3) Given the product [C:8]1([C@@H:7]([NH:23][CH:47]2[CH2:49][CH2:54][CH2:53][CH2:52]2)[CH:6]=[CH2:5])[CH:13]=[CH:12][CH:11]=[CH:10][CH:9]=1, predict the reactants needed to synthesize it. The reactants are: C(=O)(O[CH2:5]/[CH:6]=[CH:7]/[C:8]1[CH:13]=[CH:12][CH:11]=[CH:10][CH:9]=1)OC.C1([C@@H]([N:23]([C@H:47]([C:49]2[CH:54]=[CH:53][CH:52]=CC=2)C)P2OC3C=CC4C=CC=CC=4C=3C3C4C(C=CC=3O2)=CC=CC=4)C)C=CC=CC=1.CCO.C1(C)C=CC(S(O)(=O)=O)=CC=1. (4) Given the product [Cl:1][C:2]1[C:3]([NH:27][C:28]2[CH:33]=[CH:32][CH:31]=[CH:30][CH:29]=2)=[C:4]2[NH:10][C:9]([C:11]3[CH:16]=[CH:15][C:14]([O:17][CH2:18][CH2:19][N:20]4[CH2:21][CH2:22][O:23][CH2:24][CH2:25]4)=[CH:13][CH:12]=3)=[N:8][C:5]2=[N:6][CH:7]=1, predict the reactants needed to synthesize it. The reactants are: [Cl:1][C:2]1[C:3](Cl)=[C:4]2[N:10]=[C:9]([C:11]3[CH:16]=[CH:15][C:14]([O:17][CH2:18][CH2:19][N:20]4[CH2:25][CH2:24][O:23][CH2:22][CH2:21]4)=[CH:13][CH:12]=3)[NH:8][C:5]2=[N:6][CH:7]=1.[NH2:27][C:28]1[CH:33]=[CH:32][CH:31]=[CH:30][CH:29]=1. (5) Given the product [CH:33]1([NH:36][C:9]2[C:8]3[C:13](=[CH:14][C:15]([F:16])=[C:6]([NH:5][CH2:4][C:3]4[C:2]([CH3:1])=[CH:31][CH:30]=[CH:29][C:28]=4[CH3:32])[CH:7]=3)[N:12]=[C:11]([N:17]3[CH:21]=[C:20]([C:22]([OH:24])=[O:23])[CH:19]=[N:18]3)[N:10]=2)[CH2:35][CH2:34]1, predict the reactants needed to synthesize it. The reactants are: [CH3:1][C:2]1[CH:31]=[CH:30][CH:29]=[C:28]([CH3:32])[C:3]=1[CH2:4][NH:5][C:6]1[CH:7]=[C:8]2[C:13](=[CH:14][C:15]=1[F:16])[N:12]=[C:11]([N:17]1[CH:21]=[C:20]([C:22]([O:24]CC)=[O:23])[CH:19]=[N:18]1)[NH:10][C:9]2=O.[CH:33]1([NH2:36])[CH2:35][CH2:34]1. (6) Given the product [N:1]([CH2:16][CH2:17][C:18]#[C:19][Si:20]([CH2:25][CH3:26])([CH2:21][CH3:22])[CH2:23][CH3:24])=[N+:2]=[N-:3], predict the reactants needed to synthesize it. The reactants are: [N-:1]=[N+:2]=[N-:3].[Na+].CC1C=CC(S(O[CH2:16][CH2:17][C:18]#[C:19][Si:20]([CH2:25][CH3:26])([CH2:23][CH3:24])[CH2:21][CH3:22])(=O)=O)=CC=1. (7) Given the product [CH3:9][N:10]1[CH2:15][CH2:14][N:13]([CH2:16][CH2:17][CH2:18][C:19]([C:2]2[CH:7]=[CH:6][CH:5]=[CH:4][C:3]=2[CH3:8])=[O:22])[CH2:12][CH2:11]1, predict the reactants needed to synthesize it. The reactants are: I[C:2]1[CH:7]=[CH:6][CH:5]=[CH:4][C:3]=1[CH3:8].[CH3:9][N:10]1[CH2:15][CH2:14][N:13]([CH2:16][CH2:17][CH2:18][C:19]#N)[CH2:12][CH2:11]1.C(O)(C(F)(F)F)=[O:22].CC#N. (8) Given the product [O:4]=[C:5]1[CH2:10][CH2:9][O:8][CH2:7][CH:6]1[NH:11][S:12]([CH:15]([CH3:17])[CH3:16])(=[O:14])=[O:13], predict the reactants needed to synthesize it. The reactants are: O1[C:5]2([CH2:10][CH2:9][O:8][CH2:7][CH:6]2[NH:11][S:12]([CH:15]([CH3:17])[CH3:16])(=[O:14])=[O:13])[O:4]CC1.CC1C=CC(S([O-])(=O)=O)=CC=1.C1C=C[NH+]=CC=1.CC1C=CC(S(O)(=O)=O)=CC=1.OS(O)(=O)=O.